This data is from Reaction yield outcomes from USPTO patents with 853,638 reactions. The task is: Predict the reaction yield, written as a fraction of the theoretical maximum amount of product (1.0 means a 100% yield; for example, 0.34 means a 34% yield). (1) The reactants are [C:1]1([N:7]2[CH:15]=[C:14]3[C:9]([CH:10]=[C:11]([C:16]4[CH:17]=[C:18]([CH:26]5[CH2:31][CH2:30][NH:29][CH2:28][CH2:27]5)[N:19]5[C:24]=4[C:23]([NH2:25])=[N:22][CH:21]=[N:20]5)[CH:12]=[CH:13]3)=[N:8]2)[CH:6]=[CH:5][CH:4]=[CH:3][CH:2]=1.[CH3:32][S:33](Cl)(=[O:35])=[O:34].C(N(CC)C(C)C)(C)C. The catalyst is CN(C=O)C. The product is [CH3:32][S:33]([N:29]1[CH2:30][CH2:31][CH:26]([C:18]2[N:19]3[C:24]([C:23]([NH2:25])=[N:22][CH:21]=[N:20]3)=[C:16]([C:11]3[CH:12]=[CH:13][C:14]4[C:9]([CH:10]=3)=[N:8][N:7]([C:1]3[CH:2]=[CH:3][CH:4]=[CH:5][CH:6]=3)[CH:15]=4)[CH:17]=2)[CH2:27][CH2:28]1)(=[O:35])=[O:34]. The yield is 0.290. (2) The reactants are C[O:2][C:3]([C:5]1[CH:13]=[C:12]2[C:8]([C:9]3[CH:17]=[C:16]([CH3:18])[CH:15]=[N:14][C:10]=3[NH:11]2)=[C:7]([C:19]2[CH:24]=[CH:23][CH:22]=[C:21]([S:25]([CH2:28][CH3:29])(=[O:27])=[O:26])[CH:20]=2)[CH:6]=1)=[O:4].[OH-].[Na+].Cl. The catalyst is CO. The product is [CH2:28]([S:25]([C:21]1[CH:20]=[C:19]([C:7]2[CH:6]=[C:5]([C:3]([OH:4])=[O:2])[CH:13]=[C:12]3[C:8]=2[C:9]2[CH:17]=[C:16]([CH3:18])[CH:15]=[N:14][C:10]=2[NH:11]3)[CH:24]=[CH:23][CH:22]=1)(=[O:27])=[O:26])[CH3:29]. The yield is 0.900.